From a dataset of Full USPTO retrosynthesis dataset with 1.9M reactions from patents (1976-2016). Predict the reactants needed to synthesize the given product. (1) Given the product [C:16]([O:1][N:2]1[C:6](=[O:7])[CH2:5][CH2:4][C:3]1=[O:8])(=[O:19])[CH:17]=[CH2:18], predict the reactants needed to synthesize it. The reactants are: [OH:1][N:2]1[C:6](=[O:7])[CH2:5][CH2:4][C:3]1=[O:8].C(N(CC)CC)C.[C:16](Cl)(=[O:19])[CH:17]=[CH2:18]. (2) Given the product [C:1]([NH:5][S:6]([C:9]1[C:18]2[C:13](=[CH:14][CH:15]=[CH:16][CH:17]=2)[C:12]([C:19]2[N:20]([CH2:28][CH:29]3[CH2:34][CH2:33][CH2:32][CH2:31][CH2:30]3)[C:21]([CH3:27])=[C:22]([C:24]([NH:35][CH:36]3[CH2:41][CH2:40][S:39](=[O:43])(=[O:42])[CH2:38][CH2:37]3)=[O:26])[N:23]=2)=[CH:11][CH:10]=1)(=[O:8])=[O:7])([CH3:4])([CH3:2])[CH3:3], predict the reactants needed to synthesize it. The reactants are: [C:1]([NH:5][S:6]([C:9]1[C:18]2[C:13](=[CH:14][CH:15]=[CH:16][CH:17]=2)[C:12]([C:19]2[N:20]([CH2:28][CH:29]3[CH2:34][CH2:33][CH2:32][CH2:31][CH2:30]3)[C:21]([CH3:27])=[C:22]([C:24]([OH:26])=O)[N:23]=2)=[CH:11][CH:10]=1)(=[O:8])=[O:7])([CH3:4])([CH3:3])[CH3:2].[NH2:35][CH:36]1[CH2:41][CH2:40][S:39](=[O:43])(=[O:42])[CH2:38][CH2:37]1.CN(C(ON1N=NC2C=CC=NC1=2)=[N+](C)C)C.F[P-](F)(F)(F)(F)F.CCN(C(C)C)C(C)C. (3) The reactants are: C(OC(N1CC(OC2[C:23]3[C:18](=[CH:19][C:20]([O:24][CH3:25])=[CH:21][CH:22]=3)C=CN=2)CC1C(O)=O)=O)(C)(C)C.C1([B:35]([OH:37])[OH:36])C=CC=CC=1.CC(C)([O-])C.[Na+]. Given the product [CH3:25][O:24][C:20]1[CH:21]=[CH:22][C:23]([B:35]([OH:37])[OH:36])=[CH:18][CH:19]=1, predict the reactants needed to synthesize it. (4) Given the product [F:21][C@@H:19]1[CH2:20][N:16]([C:14](=[O:15])[CH2:13][NH:12][C:7]23[CH2:10][CH2:11][C:4]([C:1]([O:3][CH2:25][CH2:24][CH3:26])=[O:2])([CH2:9][CH2:8]2)[CH2:5][CH2:6]3)[C@H:17]([C:22]#[N:23])[CH2:18]1, predict the reactants needed to synthesize it. The reactants are: [C:1]([C:4]12[CH2:11][CH2:10][C:7]([NH:12][CH2:13][C:14]([N:16]3[CH2:20][C@@H:19]([F:21])[CH2:18][C@H:17]3[C:22]#[N:23])=[O:15])([CH2:8][CH2:9]1)[CH2:6][CH2:5]2)([OH:3])=[O:2].[CH:24](I)([CH3:26])[CH3:25]. (5) Given the product [CH3:1][O:2][C:3]1[CH:12]=[CH:11][C:10]([NH2:13])=[C:9]2[C:4]=1[CH:5]=[CH:6][CH:7]=[N:8]2, predict the reactants needed to synthesize it. The reactants are: [CH3:1][O:2][C:3]1[CH:12]=[CH:11][C:10]([N+:13]([O-])=O)=[C:9]2[C:4]=1[CH:5]=[CH:6][CH:7]=[N:8]2.Cl[Sn]Cl. (6) Given the product [CH3:9][O:10][C:11]1[CH:12]=[CH:13][CH:14]=[C:15]2[C:20]=1[CH2:19][C:18](=[N:2][OH:3])[CH2:17][CH2:16]2, predict the reactants needed to synthesize it. The reactants are: Cl.[NH2:2][OH:3].C([O-])(=O)C.[Na+].[CH3:9][O:10][C:11]1[CH:12]=[CH:13][CH:14]=[C:15]2[C:20]=1[CH2:19][C:18](=O)[CH2:17][CH2:16]2. (7) Given the product [CH3:1][NH:2][CH2:5][CH2:4][S:6]([O:9][CH2:10][C:11]([CH3:14])([CH3:13])[CH3:12])(=[O:7])=[O:8], predict the reactants needed to synthesize it. The reactants are: [CH3:1][NH2:2].O.[CH:4]([S:6]([O:9][CH2:10][C:11]([CH3:14])([CH3:13])[CH3:12])(=[O:8])=[O:7])=[CH2:5].C(O)(=O)C.